From a dataset of Catalyst prediction with 721,799 reactions and 888 catalyst types from USPTO. Predict which catalyst facilitates the given reaction. (1) Reactant: [CH2:1]([N:3]1[CH2:8][C:7]([CH3:15])([C:9]2[CH:14]=[CH:13][CH:12]=[CH:11][CH:10]=2)[O:6][C:5](=[O:16])[CH2:4]1)[CH3:2].C[Si]([N-][Si](C)(C)C)(C)C.[Li+].Br[CH2:28][C:29]([O:31][C:32]([CH3:35])([CH3:34])[CH3:33])=[O:30]. Product: [CH2:1]([N:3]1[CH2:8][C:7]([CH3:15])([C:9]2[CH:10]=[CH:11][CH:12]=[CH:13][CH:14]=2)[O:6][C:5](=[O:16])[CH:4]1[CH2:28][C:29]([O:31][C:32]([CH3:35])([CH3:34])[CH3:33])=[O:30])[CH3:2]. The catalyst class is: 7. (2) Reactant: [CH3:1][O:2][C:3](=[O:27])/[C:4](/[C:11]1[CH:16]=[CH:15][C:14]([N:17]2[C:21]([CH3:22])=[N:20][N:19]=[N:18]2)=[C:13]([C:23]([F:26])([F:25])[F:24])[CH:12]=1)=[CH:5]/[CH:6]1[CH2:10][CH2:9][CH2:8][CH2:7]1.[BH4-].[Na+]. Product: [CH3:1][O:2][C:3](=[O:27])[CH:4]([C:11]1[CH:16]=[CH:15][C:14]([N:17]2[C:21]([CH3:22])=[N:20][N:19]=[N:18]2)=[C:13]([C:23]([F:25])([F:24])[F:26])[CH:12]=1)[CH2:5][CH:6]1[CH2:10][CH2:9][CH2:8][CH2:7]1. The catalyst class is: 652. (3) Reactant: [C:1]1([CH3:11])[CH:6]=[CH:5][C:4](S(O)(=O)=O)=[CH:3][CH:2]=1. Product: [CH3:4][C:5]1[CH2:6][C:2]2[CH:3]=[CH:4][C:5]3[CH:3]=[CH:2][CH:1]=[CH:11][C:6]=3[C:1]=2[CH:11]=1. The catalyst class is: 6.